Task: Predict which catalyst facilitates the given reaction.. Dataset: Catalyst prediction with 721,799 reactions and 888 catalyst types from USPTO (1) Reactant: [Na:1].[CH2:2]1[O:4][CH2:3]1.[C:5]([OH:10])(=[O:9])[C:6]([CH3:8])=[CH2:7].C=CC1C=CC=CC=1.[C:19]([O:23][CH2:24][CH2:25][CH2:26][CH3:27])(=[O:22])[CH:20]=[CH2:21].[S:28]([O:32][O:31][S:28]([O-:32])(=[O:30])=[O:29])([O-:31])(=[O:30])=[O:29].[NH4+].[NH4+]. Product: [C:5]([OH:10])(=[O:9])[C:6]([CH3:8])=[CH2:7].[C:19]([O:23][CH2:24][CH2:25][CH2:26][CH3:27])(=[O:22])[CH:20]=[CH2:21].[Na:1].[S:28]([O-:32])([O-:31])(=[O:30])=[O:29].[C:5]([OH:10])(=[O:9])[C:6]([CH3:8])=[CH2:7].[CH2:3]1[O:4][CH2:2]1. The catalyst class is: 6. (2) Reactant: [CH2:1]([N:8]1[CH2:13][CH2:12][CH:11]([N:14]2[C:18]3=[N:19][C:20]([C:29]4[CH:34]=[CH:33][C:32]([NH2:35])=[CH:31][CH:30]=4)=[N:21][C:22]([N:23]4[CH2:28][CH2:27][O:26][CH2:25][CH2:24]4)=[C:17]3[CH:16]=[N:15]2)[CH2:10][CH2:9]1)[C:2]1[CH:7]=[CH:6][CH:5]=[CH:4][CH:3]=1.CCN(CC)CC.[CH3:43][N:44]=[C:45]=[S:46]. Product: [CH2:1]([N:8]1[CH2:9][CH2:10][CH:11]([N:14]2[C:18]3=[N:19][C:20]([C:29]4[CH:30]=[CH:31][C:32]([NH:35][C:45]([NH:44][CH3:43])=[S:46])=[CH:33][CH:34]=4)=[N:21][C:22]([N:23]4[CH2:24][CH2:25][O:26][CH2:27][CH2:28]4)=[C:17]3[CH:16]=[N:15]2)[CH2:12][CH2:13]1)[C:2]1[CH:7]=[CH:6][CH:5]=[CH:4][CH:3]=1. The catalyst class is: 2. (3) Reactant: [NH2:1][C@@H:2]1[CH2:7][CH2:6][N:5]([C:8]([O:10][C:11]([CH3:14])([CH3:13])[CH3:12])=[O:9])[CH2:4][C@H:3]1[O:15][Si:16]([C:19]([CH3:22])([CH3:21])[CH3:20])([CH3:18])[CH3:17].[OH:23][CH2:24][C:25](O)=[O:26].CCN(C(C)C)C(C)C.CN(C(ON1N=NC2C=CC=NC1=2)=[N+](C)C)C.F[P-](F)(F)(F)(F)F. Product: [CH3:20][C:19]([Si:16]([CH3:18])([CH3:17])[O:15][C@H:3]1[C@H:2]([NH:1][C:24](=[O:23])[CH2:25][OH:26])[CH2:7][CH2:6][N:5]([C:8]([O:10][C:11]([CH3:12])([CH3:13])[CH3:14])=[O:9])[CH2:4]1)([CH3:22])[CH3:21]. The catalyst class is: 31.